This data is from Reaction yield outcomes from USPTO patents with 853,638 reactions. The task is: Predict the reaction yield, written as a fraction of the theoretical maximum amount of product (1.0 means a 100% yield; for example, 0.34 means a 34% yield). The reactants are [CH3:1][N:2]([CH2:28][CH:29]1[CH2:33][CH2:32][NH:31][CH2:30]1)[C:3]1[S:4][C:5]2[CH:11]=[C:10]([NH:12][C:13]([C:15]3[CH:20]=[CH:19][C:18]([C:21]4[CH:26]=[CH:25][C:24]([F:27])=[CH:23][CH:22]=4)=[CH:17][CH:16]=3)=[O:14])[CH:9]=[CH:8][C:6]=2[N:7]=1.I[CH:35]([CH3:37])[CH3:36].C(=O)([O-])[O-].[K+].[K+].C(OCC)(=O)C. The catalyst is CN(C=O)C. The product is [CH:35]([N:31]1[CH2:32][CH2:33][CH:29]([CH2:28][N:2]([CH3:1])[C:3]2[S:4][C:5]3[CH:11]=[C:10]([NH:12][C:13]([C:15]4[CH:16]=[CH:17][C:18]([C:21]5[CH:26]=[CH:25][C:24]([F:27])=[CH:23][CH:22]=5)=[CH:19][CH:20]=4)=[O:14])[CH:9]=[CH:8][C:6]=3[N:7]=2)[CH2:30]1)([CH3:37])[CH3:36]. The yield is 0.910.